From a dataset of Forward reaction prediction with 1.9M reactions from USPTO patents (1976-2016). Predict the product of the given reaction. (1) The product is: [C:1]([CH2:3][C:4]1[CH:5]=[C:6]([N:20]2[C:24]3=[N:25][CH:26]=[CH:27][CH:28]=[C:23]3[C:22]([C:29]([NH2:33])=[O:31])=[N:21]2)[CH:7]=[C:8]([C:10]#[C:11][C@:12]2([OH:19])[CH2:16][CH2:15][N:14]([CH3:17])[C:13]2=[O:18])[CH:9]=1)#[N:2]. Given the reactants [C:1]([CH2:3][C:4]1[CH:5]=[C:6]([N:20]2[C:24]3=[N:25][CH:26]=[CH:27][CH:28]=[C:23]3[C:22]([C:29]([O:31]C)=O)=[N:21]2)[CH:7]=[C:8]([C:10]#[C:11][C@:12]2([OH:19])[CH2:16][CH2:15][N:14]([CH3:17])[C:13]2=[O:18])[CH:9]=1)#[N:2].[NH3:33], predict the reaction product. (2) The product is: [C:36]([CH2:37][NH:38][C:3](=[O:4])[CH:2]([OH:1])[C:6]1[CH:7]=[C:8]2[C:25](=[CH:26][CH:27]=1)[C:12]1=[N:13][O:14][C:15]([C:16]3[CH:17]=[CH:18][C:19]([CH2:22][CH2:23][CH3:24])=[CH:20][CH:21]=3)=[C:11]1[CH2:10][CH2:9]2)#[N:35]. Given the reactants [OH:1][CH:2]([C:6]1[CH:7]=[C:8]2[C:25](=[CH:26][CH:27]=1)[C:12]1=[N:13][O:14][C:15]([C:16]3[CH:21]=[CH:20][C:19]([CH2:22][CH2:23][CH3:24])=[CH:18][CH:17]=3)=[C:11]1[CH2:10][CH2:9]2)[C:3](O)=[O:4].CN1CCOCC1.[NH2:35][CH2:36][C:37]#[N:38].F[P-](F)(F)(F)(F)F.N1(O[P+](N(C)C)(N(C)C)N(C)C)C2C=CC=CC=2N=N1, predict the reaction product. (3) Given the reactants [OH:1][C@:2]1([C:30]([F:36])([F:35])[C:31]([F:34])([F:33])[F:32])[C@:18]2([CH3:19])[C@H:5]([C@H:6]3[C:15]([C@@H:16]([C:20]4[CH:25]=[CH:24][C:23]([C@@H:26]([OH:28])[CH3:27])=[CH:22][CH:21]=4)[CH2:17]2)=[C:14]2[C:9](=[CH:10][C:11](=[O:29])[CH2:12][CH2:13]2)[CH2:8][CH2:7]3)[CH2:4][CH2:3]1.[CH2:37]([O:40][C:41]([NH:43][C@@H:44]([CH3:48])[C:45](O)=[O:46])=[O:42])[CH:38]=[CH2:39], predict the reaction product. The product is: [OH:1][C@:2]1([C:30]([F:35])([F:36])[C:31]([F:32])([F:33])[F:34])[C@:18]2([CH3:19])[C@H:5]([C@H:6]3[C:15]([C@@H:16]([C:20]4[CH:21]=[CH:22][C:23]([C@@H:26]([O:28][C:45](=[O:46])[C@@H:44]([NH:43][C:41]([O:40][CH2:37][CH:38]=[CH2:39])=[O:42])[CH3:48])[CH3:27])=[CH:24][CH:25]=4)[CH2:17]2)=[C:14]2[C:9](=[CH:10][C:11](=[O:29])[CH2:12][CH2:13]2)[CH2:8][CH2:7]3)[CH2:4][CH2:3]1. (4) Given the reactants [F:1][C:2]([F:13])([F:12])[CH2:3][C:4]([CH3:11])([CH3:10])[C:5]([O:7]CC)=[O:6].[Li+].[OH-].O, predict the reaction product. The product is: [F:1][C:2]([F:12])([F:13])[CH2:3][C:4]([CH3:10])([CH3:11])[C:5]([OH:7])=[O:6]. (5) Given the reactants [Br:1][C:2]1[C:3]([CH:13]2[CH2:15][CH2:14]2)=[C:4]2[C:9](=[CH:10][CH:11]=1)[NH:8][C:7](=S)[CH2:6][CH2:5]2.[C:16]([NH:19][NH2:20])(=O)[CH3:17], predict the reaction product. The product is: [Br:1][C:2]1[C:3]([CH:13]2[CH2:15][CH2:14]2)=[C:4]2[C:9](=[CH:10][CH:11]=1)[N:8]1[C:16]([CH3:17])=[N:19][N:20]=[C:7]1[CH2:6][CH2:5]2. (6) Given the reactants [CH:1]([N:4]1[C:11]2[C@@H:10]3[CH2:12][C@@H:9]3[CH2:8][C:7]=2[C:6]([C:13]([OH:15])=O)=[N:5]1)([CH3:3])[CH3:2].[C:16]1([C:22]([NH2:25])([CH3:24])[CH3:23])[CH:21]=[CH:20][CH:19]=[CH:18][CH:17]=1, predict the reaction product. The product is: [CH3:23][C:22]([NH:25][C:13]([C:6]1[C:7]2[CH2:8][C@H:9]3[CH2:12][C@H:10]3[C:11]=2[N:4]([CH:1]([CH3:2])[CH3:3])[N:5]=1)=[O:15])([C:16]1[CH:21]=[CH:20][CH:19]=[CH:18][CH:17]=1)[CH3:24]. (7) The product is: [CH3:10][C:2]1([CH3:1])[O:3][C:4](=[O:9])[C:5]([CH3:16])([CH3:6])[C:13](=[O:14])[O:7]1. Given the reactants [CH3:1][C:2]1([CH3:10])[O:7][C:6](=O)[CH2:5][C:4](=[O:9])[O:3]1.CN(C)[CH:13]=[O:14].[C:16](=O)([O-])[O-].[K+].[K+].CI, predict the reaction product. (8) Given the reactants [Br:1][C:2]1[CH:7]=[CH:6][C:5]([OH:8])=[CH:4][CH:3]=1.C(=O)([O-])[O-].[K+].[K+].Br[CH:16]([CH3:18])[CH3:17].CN(C)C=O, predict the reaction product. The product is: [Br:1][C:2]1[CH:7]=[CH:6][C:5]([O:8][CH:16]([CH3:18])[CH3:17])=[CH:4][CH:3]=1.